Dataset: Forward reaction prediction with 1.9M reactions from USPTO patents (1976-2016). Task: Predict the product of the given reaction. (1) Given the reactants Br.[F:2][C:3]1[CH:16]=[CH:15][C:6]2[N:7]([CH2:11][CH2:12][O:13][CH3:14])[C:8](=[NH:10])[S:9][C:5]=2[CH:4]=1.[CH:17]1([CH2:22][C:23](Cl)=[O:24])[CH2:21][CH2:20][CH2:19][CH2:18]1, predict the reaction product. The product is: [CH:17]1([CH2:22][C:23](/[N:10]=[C:8]2\[S:9][C:5]3[CH:4]=[C:3]([F:2])[CH:16]=[CH:15][C:6]=3[N:7]\2[CH2:11][CH2:12][O:13][CH3:14])=[O:24])[CH2:21][CH2:20][CH2:19][CH2:18]1. (2) Given the reactants [NH2:1][C:2]1[CH:10]=[CH:9][C:5]2[N:6]=[CH:7][NH:8][C:4]=2[CH:3]=1.[CH:11](=O)[C:12]1[CH:17]=[CH:16][CH:15]=[CH:14][CH:13]=1.[SH:19][CH2:20][C:21](O)=[O:22].N1CCCCC1, predict the reaction product. The product is: [NH:6]1[C:5]2[CH:9]=[CH:10][C:2]([N:1]3[C:21](=[O:22])[CH2:20][S:19][CH:11]3[C:12]3[CH:17]=[CH:16][CH:15]=[CH:14][CH:13]=3)=[CH:3][C:4]=2[N:8]=[CH:7]1. (3) Given the reactants [Cl:1][C:2]1[N:7]=[C:6]([C:8]([O:10]CC)=[CH2:9])[C:5]([F:13])=[CH:4][N:3]=1.[OH-].[K+], predict the reaction product. The product is: [Cl:1][C:2]1[N:7]=[C:6]([C:8](=[O:10])[CH3:9])[C:5]([F:13])=[CH:4][N:3]=1.